Dataset: Choline transporter screen with 302,306 compounds. Task: Binary Classification. Given a drug SMILES string, predict its activity (active/inactive) in a high-throughput screening assay against a specified biological target. (1) The drug is s1c(/C=N\N2CCN(CC2)Cc2ccccc2)ccc1. The result is 0 (inactive). (2) The molecule is s1c(CNCCc2c(F)cccc2)c(cc1)C. The result is 0 (inactive).